Task: Predict the reaction yield, written as a fraction of the theoretical maximum amount of product (1.0 means a 100% yield; for example, 0.34 means a 34% yield).. Dataset: Reaction yield outcomes from USPTO patents with 853,638 reactions (1) The reactants are [BH4-].[Na+].[CH:3]([C@@H:5]1[CH2:31][CH2:30][C@H:8]2[C:9]([CH3:29])([CH3:28])[O:10][C:11]3[C:16]([C@H:7]2[CH2:6]1)=[C:15]([OH:17])[CH:14]=[C:13]([C:18]([CH3:27])([CH3:26])[C:19]([O:21][CH2:22][CH2:23][CH2:24][CH3:25])=[O:20])[CH:12]=3)=[O:4].CCCCCC. The catalyst is CO. The product is [OH:17][C:15]1[CH:14]=[C:13]([C:18]([CH3:26])([CH3:27])[C:19]([O:21][CH2:22][CH2:23][CH2:24][CH3:25])=[O:20])[CH:12]=[C:11]2[C:16]=1[C@H:7]1[CH2:6][C@H:5]([CH2:3][OH:4])[CH2:31][CH2:30][C@H:8]1[C:9]([CH3:29])([CH3:28])[O:10]2. The yield is 0.720. (2) The reactants are C(OC([N:8]1[CH2:13][CH2:12][N:11]([C:14]2[CH:22]=[CH:21][C:17]([C:18]([OH:20])=O)=[CH:16][CH:15]=2)[CH2:10][CH2:9]1)=O)(C)(C)C.C(OC([NH:30][C:31]1[CH:36]=[CH:35][CH:34]=[CH:33][C:32]=1[NH2:37])=O)(C)(C)C. The catalyst is CN(C=O)C. The product is [NH2:30][C:31]1[CH:36]=[CH:35][CH:34]=[CH:33][C:32]=1[NH:37][C:18](=[O:20])[C:17]1[CH:16]=[CH:15][C:14]([N:11]2[CH2:10][CH2:9][NH:8][CH2:13][CH2:12]2)=[CH:22][CH:21]=1. The yield is 0.920. (3) The reactants are [F:1][C:2]1[CH:7]=[CH:6][CH:5]=[C:4]([F:8])[C:3]=1[N:9]1[C:14]2[N:15]=[C:16](S(C)(=O)=O)[N:17]=[C:18]([C:19]3[CH:24]=[CH:23][C:22]([F:25])=[CH:21][C:20]=3[CH3:26])[C:13]=2[CH:12]=[CH:11][C:10]1=[O:31].[NH2:32][CH2:33][CH2:34][CH2:35][N:36]1[CH2:40][CH2:39][CH2:38][C:37]1=[O:41]. No catalyst specified. The product is [F:1][C:2]1[CH:7]=[CH:6][CH:5]=[C:4]([F:8])[C:3]=1[N:9]1[C:14]2[N:15]=[C:16]([NH:32][CH2:33][CH2:34][CH2:35][N:36]3[CH2:40][CH2:39][CH2:38][C:37]3=[O:41])[N:17]=[C:18]([C:19]3[CH:24]=[CH:23][C:22]([F:25])=[CH:21][C:20]=3[CH3:26])[C:13]=2[CH:12]=[CH:11][C:10]1=[O:31]. The yield is 0.850. (4) The reactants are C([O:8][C:9]1[CH:14]=[CH:13][C:12]([C:15]2[CH:20]=[CH:19][CH:18]=[CH:17][CH:16]=2)=[CH:11][C:10]=1[C:21]1[N:25]([CH3:26])[N:24]=[CH:23][CH:22]=1)C1C=CC=CC=1. The catalyst is CO.[Pd]. The product is [CH3:26][N:25]1[C:21]([C:10]2[CH:11]=[C:12]([C:15]3[CH:16]=[CH:17][CH:18]=[CH:19][CH:20]=3)[CH:13]=[CH:14][C:9]=2[OH:8])=[CH:22][CH:23]=[N:24]1. The yield is 0.770. (5) The reactants are [H-].[Al+3].[Li+].[H-].[H-].[H-].C([O:9][C:10]([C:12]1[CH:13]=[N:14][N:15]([C:18]2[CH:23]=[CH:22][CH:21]=[CH:20][N:19]=2)[C:16]=1[CH3:17])=O)C.S([O-])([O-])(=O)=O.[Na+].[Na+]. The catalyst is O1CCCC1. The product is [CH3:17][C:16]1[N:15]([C:18]2[CH:23]=[CH:22][CH:21]=[CH:20][N:19]=2)[N:14]=[CH:13][C:12]=1[CH2:10][OH:9]. The yield is 0.890. (6) The reactants are [CH2:1]([C:5]1[N:6]([CH2:15][C:16]2[CH:21]=[CH:20][C:19]([C:22]3[C:23]([C:28]#[N:29])=[CH:24][CH:25]=[CH:26][CH:27]=3)=[CH:18][CH:17]=2)[C:7](=[O:14])[CH:8]=[C:9]([CH:11]2[CH2:13][CH2:12]2)[N:10]=1)[CH2:2][CH2:3][CH3:4].[Br:30]Br. The catalyst is C(O)(=O)C.C(OCC)(=O)C. The product is [Br:30][C:8]1[C:7](=[O:14])[N:6]([CH2:15][C:16]2[CH:17]=[CH:18][C:19]([C:22]3[C:23]([C:28]#[N:29])=[CH:24][CH:25]=[CH:26][CH:27]=3)=[CH:20][CH:21]=2)[C:5]([CH2:1][CH2:2][CH2:3][CH3:4])=[N:10][C:9]=1[CH:11]1[CH2:13][CH2:12]1. The yield is 0.800.